This data is from Catalyst prediction with 721,799 reactions and 888 catalyst types from USPTO. The task is: Predict which catalyst facilitates the given reaction. (1) The catalyst class is: 134. Product: [CH2:18]([N:25]1[CH2:30][CH2:29][C:28]([C:2]2[CH:7]=[CH:6][C:5]([O:8][C:9]([F:12])([F:11])[F:10])=[CH:4][CH:3]=2)([OH:31])[CH2:27][CH2:26]1)[C:19]1[CH:20]=[CH:21][CH:22]=[CH:23][CH:24]=1. Reactant: Br[C:2]1[CH:7]=[CH:6][C:5]([O:8][C:9]([F:12])([F:11])[F:10])=[CH:4][CH:3]=1.C([Li])CCC.[CH2:18]([N:25]1[CH2:30][CH2:29][C:28](=[O:31])[CH2:27][CH2:26]1)[C:19]1[CH:24]=[CH:23][CH:22]=[CH:21][CH:20]=1. (2) Reactant: [Cl:1][C:2]1[CH:3]=[CH:4][C:5]([O:23][CH2:24][C:25]2[CH:30]=[CH:29][CH:28]=[CH:27][CH:26]=2)=[C:6]([CH2:8][C:9]2[N:14]=[C:13]([NH:15]C(=O)OC(C)(C)C)[CH:12]=[CH:11][CH:10]=2)[CH:7]=1.C(Cl)Cl. Product: [Cl:1][C:2]1[CH:3]=[CH:4][C:5]([O:23][CH2:24][C:25]2[CH:30]=[CH:29][CH:28]=[CH:27][CH:26]=2)=[C:6]([CH2:8][C:9]2[N:14]=[C:13]([NH2:15])[CH:12]=[CH:11][CH:10]=2)[CH:7]=1. The catalyst class is: 67.